From a dataset of Full USPTO retrosynthesis dataset with 1.9M reactions from patents (1976-2016). Predict the reactants needed to synthesize the given product. Given the product [F:13][C:7]1[CH:8]=[CH:9][CH:10]=[C:11]2[C:6]=1[C:5]([NH:14][C@H:15]1[CH2:19][CH2:18][N:17]([C:20]([O:22][C:23]([CH3:26])([CH3:25])[CH3:24])=[O:21])[CH2:16]1)=[N:4][C:3]([C:1]1[NH:27][C:29](=[O:31])[NH:34][N:2]=1)=[CH:12]2, predict the reactants needed to synthesize it. The reactants are: [C:1]([C:3]1[N:4]=[C:5]([NH:14][C@H:15]2[CH2:19][CH2:18][N:17]([C:20]([O:22][C:23]([CH3:26])([CH3:25])[CH3:24])=[O:21])[CH2:16]2)[C:6]2[C:11]([CH:12]=1)=[CH:10][CH:9]=[CH:8][C:7]=2[F:13])#[N:2].[NH:27]([C:29]([O:31]CC)=O)N.[N:34]1CCCCN2CCCCC=12.[H-].[Na+].